This data is from Full USPTO retrosynthesis dataset with 1.9M reactions from patents (1976-2016). The task is: Predict the reactants needed to synthesize the given product. Given the product [CH3:1][C:2]1[CH:7]=[C:6]([C:8]2[CH:9]=[CH:10][C:11]3[N:17]4[CH2:18][C@H:14]([CH2:15][CH2:16]4)[N:13]([C:24]([N:39]4[CH2:44][CH2:43][CH2:42][CH2:41][CH2:40]4)=[O:30])[C:12]=3[N:19]=2)[CH:5]=[CH:4][N:3]=1, predict the reactants needed to synthesize it. The reactants are: [CH3:1][C:2]1[CH:7]=[C:6]([C:8]2[CH:9]=[CH:10][C:11]3[N:17]4[CH2:18][C@H:14]([CH2:15][CH2:16]4)[NH:13][C:12]=3[N:19]=2)[CH:5]=[CH:4][N:3]=1.ClC(Cl)(O[C:24](=[O:30])OC(Cl)(Cl)Cl)Cl.C(N(CC)CC)C.[NH:39]1[CH2:44][CH2:43][CH2:42][CH2:41][CH2:40]1.